Task: Regression. Given two drug SMILES strings and cell line genomic features, predict the synergy score measuring deviation from expected non-interaction effect.. Dataset: NCI-60 drug combinations with 297,098 pairs across 59 cell lines (1) Drug 1: CCC1=CC2CC(C3=C(CN(C2)C1)C4=CC=CC=C4N3)(C5=C(C=C6C(=C5)C78CCN9C7C(C=CC9)(C(C(C8N6C)(C(=O)OC)O)OC(=O)C)CC)OC)C(=O)OC.C(C(C(=O)O)O)(C(=O)O)O. Drug 2: CC1=C(C(CCC1)(C)C)C=CC(=CC=CC(=CC(=O)O)C)C. Cell line: PC-3. Synergy scores: CSS=21.3, Synergy_ZIP=-1.89, Synergy_Bliss=-3.23, Synergy_Loewe=-27.4, Synergy_HSA=-1.75. (2) Drug 1: CN(C)C1=NC(=NC(=N1)N(C)C)N(C)C. Drug 2: CCCCCOC(=O)NC1=NC(=O)N(C=C1F)C2C(C(C(O2)C)O)O. Cell line: SK-MEL-2. Synergy scores: CSS=-6.56, Synergy_ZIP=0.300, Synergy_Bliss=-3.94, Synergy_Loewe=-8.48, Synergy_HSA=-7.41. (3) Drug 1: CCCCCOC(=O)NC1=NC(=O)N(C=C1F)C2C(C(C(O2)C)O)O. Drug 2: C1C(C(OC1N2C=NC(=NC2=O)N)CO)O. Cell line: HOP-92. Synergy scores: CSS=-8.71, Synergy_ZIP=3.18, Synergy_Bliss=1.63, Synergy_Loewe=-14.4, Synergy_HSA=-9.55. (4) Drug 1: C1CCC(C1)C(CC#N)N2C=C(C=N2)C3=C4C=CNC4=NC=N3. Drug 2: CCCS(=O)(=O)NC1=C(C(=C(C=C1)F)C(=O)C2=CNC3=C2C=C(C=N3)C4=CC=C(C=C4)Cl)F. Cell line: HOP-62. Synergy scores: CSS=-6.03, Synergy_ZIP=1.65, Synergy_Bliss=-0.323, Synergy_Loewe=-4.64, Synergy_HSA=-4.66. (5) Drug 1: C(=O)(N)NO. Drug 2: C1CC(=O)NC(=O)C1N2C(=O)C3=CC=CC=C3C2=O. Cell line: SN12C. Synergy scores: CSS=-0.413, Synergy_ZIP=2.58, Synergy_Bliss=1.03, Synergy_Loewe=-0.301, Synergy_HSA=-2.24. (6) Drug 1: CC12CCC(CC1=CCC3C2CCC4(C3CC=C4C5=CN=CC=C5)C)O. Drug 2: CC12CCC3C(C1CCC2OP(=O)(O)O)CCC4=C3C=CC(=C4)OC(=O)N(CCCl)CCCl.[Na+]. Cell line: SNB-75. Synergy scores: CSS=28.8, Synergy_ZIP=6.28, Synergy_Bliss=5.20, Synergy_Loewe=4.71, Synergy_HSA=4.75. (7) Synergy scores: CSS=42.5, Synergy_ZIP=-0.234, Synergy_Bliss=1.92, Synergy_Loewe=0.961, Synergy_HSA=2.00. Cell line: HT29. Drug 2: CC1C(C(CC(O1)OC2CC(CC3=C2C(=C4C(=C3O)C(=O)C5=C(C4=O)C(=CC=C5)OC)O)(C(=O)CO)O)N)O.Cl. Drug 1: C1=CC(=C2C(=C1NCCNCCO)C(=O)C3=C(C=CC(=C3C2=O)O)O)NCCNCCO.